This data is from NCI-60 drug combinations with 297,098 pairs across 59 cell lines. The task is: Regression. Given two drug SMILES strings and cell line genomic features, predict the synergy score measuring deviation from expected non-interaction effect. (1) Drug 1: CC1C(C(CC(O1)OC2CC(CC3=C2C(=C4C(=C3O)C(=O)C5=C(C4=O)C(=CC=C5)OC)O)(C(=O)C)O)N)O.Cl. Drug 2: C1=NC2=C(N=C(N=C2N1C3C(C(C(O3)CO)O)F)Cl)N. Cell line: PC-3. Synergy scores: CSS=16.3, Synergy_ZIP=-11.0, Synergy_Bliss=-6.46, Synergy_Loewe=-4.05, Synergy_HSA=-2.89. (2) Drug 1: COC1=NC(=NC2=C1N=CN2C3C(C(C(O3)CO)O)O)N. Drug 2: C(CC(=O)O)C(=O)CN.Cl. Cell line: HL-60(TB). Synergy scores: CSS=19.1, Synergy_ZIP=2.58, Synergy_Bliss=0.297, Synergy_Loewe=18.5, Synergy_HSA=3.17. (3) Drug 1: CC1=CC2C(CCC3(C2CCC3(C(=O)C)OC(=O)C)C)C4(C1=CC(=O)CC4)C. Drug 2: CC1=C(C(CCC1)(C)C)C=CC(=CC=CC(=CC(=O)O)C)C. Cell line: SK-MEL-2. Synergy scores: CSS=-1.95, Synergy_ZIP=1.51, Synergy_Bliss=2.15, Synergy_Loewe=-0.411, Synergy_HSA=-0.625. (4) Drug 1: C1=CC(=C2C(=C1NCCNCCO)C(=O)C3=C(C=CC(=C3C2=O)O)O)NCCNCCO. Drug 2: C1=CN(C(=O)N=C1N)C2C(C(C(O2)CO)O)O.Cl. Cell line: SK-MEL-28. Synergy scores: CSS=41.6, Synergy_ZIP=-2.83, Synergy_Bliss=-0.745, Synergy_Loewe=-5.79, Synergy_HSA=2.93. (5) Drug 1: CC1=C(C(=CC=C1)Cl)NC(=O)C2=CN=C(S2)NC3=CC(=NC(=N3)C)N4CCN(CC4)CCO. Drug 2: CC(C)CN1C=NC2=C1C3=CC=CC=C3N=C2N. Cell line: BT-549. Synergy scores: CSS=-4.97, Synergy_ZIP=0.537, Synergy_Bliss=-3.71, Synergy_Loewe=-3.47, Synergy_HSA=-4.86.